Dataset: Peptide-MHC class I binding affinity with 185,985 pairs from IEDB/IMGT. Task: Regression. Given a peptide amino acid sequence and an MHC pseudo amino acid sequence, predict their binding affinity value. This is MHC class I binding data. The peptide sequence is TTSGTYVSAI. The binding affinity (normalized) is 0.0996. The MHC is HLA-A26:01 with pseudo-sequence HLA-A26:01.